Dataset: NCI-60 drug combinations with 297,098 pairs across 59 cell lines. Task: Regression. Given two drug SMILES strings and cell line genomic features, predict the synergy score measuring deviation from expected non-interaction effect. (1) Drug 1: C1CC(C1)(C(=O)O)C(=O)O.[NH2-].[NH2-].[Pt+2]. Drug 2: B(C(CC(C)C)NC(=O)C(CC1=CC=CC=C1)NC(=O)C2=NC=CN=C2)(O)O. Cell line: PC-3. Synergy scores: CSS=49.2, Synergy_ZIP=-2.79, Synergy_Bliss=1.24, Synergy_Loewe=-11.4, Synergy_HSA=1.29. (2) Cell line: DU-145. Synergy scores: CSS=78.9, Synergy_ZIP=7.87, Synergy_Bliss=8.36, Synergy_Loewe=8.34, Synergy_HSA=11.6. Drug 1: C1=CC(=C2C(=C1NCCNCCO)C(=O)C3=C(C=CC(=C3C2=O)O)O)NCCNCCO. Drug 2: C1=CC=C(C=C1)NC(=O)CCCCCCC(=O)NO. (3) Drug 1: CN1CCC(CC1)COC2=C(C=C3C(=C2)N=CN=C3NC4=C(C=C(C=C4)Br)F)OC. Drug 2: CC1=C(C(=CC=C1)Cl)NC(=O)C2=CN=C(S2)NC3=CC(=NC(=N3)C)N4CCN(CC4)CCO. Cell line: SN12C. Synergy scores: CSS=22.6, Synergy_ZIP=-6.70, Synergy_Bliss=-1.42, Synergy_Loewe=0.349, Synergy_HSA=2.89. (4) Drug 1: CC(CN1CC(=O)NC(=O)C1)N2CC(=O)NC(=O)C2. Drug 2: C1=CC(=CC=C1CCCC(=O)O)N(CCCl)CCCl. Cell line: HT29. Synergy scores: CSS=47.0, Synergy_ZIP=5.55, Synergy_Bliss=-3.65, Synergy_Loewe=-6.52, Synergy_HSA=0.136. (5) Drug 1: CN1C(=O)N2C=NC(=C2N=N1)C(=O)N. Drug 2: CC1=C(C(=O)C2=C(C1=O)N3CC4C(C3(C2COC(=O)N)OC)N4)N. Cell line: T-47D. Synergy scores: CSS=10.8, Synergy_ZIP=-7.10, Synergy_Bliss=-5.27, Synergy_Loewe=-2.90, Synergy_HSA=-3.31. (6) Drug 1: CC1CCC2CC(C(=CC=CC=CC(CC(C(=O)C(C(C(=CC(C(=O)CC(OC(=O)C3CCCCN3C(=O)C(=O)C1(O2)O)C(C)CC4CCC(C(C4)OC)O)C)C)O)OC)C)C)C)OC. Drug 2: C#CCC(CC1=CN=C2C(=N1)C(=NC(=N2)N)N)C3=CC=C(C=C3)C(=O)NC(CCC(=O)O)C(=O)O. Cell line: SK-OV-3. Synergy scores: CSS=35.7, Synergy_ZIP=3.39, Synergy_Bliss=1.32, Synergy_Loewe=-21.0, Synergy_HSA=-1.43. (7) Cell line: OVCAR-4. Synergy scores: CSS=66.8, Synergy_ZIP=0.182, Synergy_Bliss=0.388, Synergy_Loewe=-1.47, Synergy_HSA=0.941. Drug 1: CC1C(C(CC(O1)OC2CC(OC(C2O)C)OC3=CC4=CC5=C(C(=O)C(C(C5)C(C(=O)C(C(C)O)O)OC)OC6CC(C(C(O6)C)O)OC7CC(C(C(O7)C)O)OC8CC(C(C(O8)C)O)(C)O)C(=C4C(=C3C)O)O)O)O. Drug 2: N.N.Cl[Pt+2]Cl.